From a dataset of Reaction yield outcomes from USPTO patents with 853,638 reactions. Predict the reaction yield, written as a fraction of the theoretical maximum amount of product (1.0 means a 100% yield; for example, 0.34 means a 34% yield). (1) The reactants are [CH3:1][C:2]1[NH:3][C:4]([NH2:7])=[N:5][N:6]=1.[CH3:8][O:9][CH2:10][C:11](=O)[CH3:12].C([BH3-])#N.[Na+].O. The catalyst is C(O)(=O)C. The product is [CH3:8][O:9][CH2:10][CH:11]([NH:7][C:4]1[NH:3][C:2]([CH3:1])=[N:6][N:5]=1)[CH3:12]. The yield is 0.320. (2) The reactants are [C:1]([CH:3]1[CH2:8][CH2:7][N:6]([C:9](=[O:35])[C@H:10]([NH:14][C:15]([C:17]2[C:25]3[C:20](=[N:21][CH:22]=[C:23](Br)[N:24]=3)[N:19]([CH2:27][O:28][CH2:29][CH2:30][Si:31]([CH3:34])([CH3:33])[CH3:32])[CH:18]=2)=[O:16])[CH:11]2[CH2:13][CH2:12]2)[CH2:5][CH2:4]1)#[N:2].[C:36]([C:40]1[CH:45]=[CH:44][N:43]=[C:42]([Sn](CCCC)(CCCC)CCCC)[CH:41]=1)([CH3:39])([CH3:38])[CH3:37]. The catalyst is CN(C=O)C.C1C=CC([P]([Pd]([P](C2C=CC=CC=2)(C2C=CC=CC=2)C2C=CC=CC=2)([P](C2C=CC=CC=2)(C2C=CC=CC=2)C2C=CC=CC=2)[P](C2C=CC=CC=2)(C2C=CC=CC=2)C2C=CC=CC=2)(C2C=CC=CC=2)C2C=CC=CC=2)=CC=1.[Cu]I. The product is [C:1]([CH:3]1[CH2:8][CH2:7][N:6]([C:9](=[O:35])[C@H:10]([NH:14][C:15]([C:17]2[C:25]3[C:20](=[N:21][CH:22]=[C:23]([C:42]4[CH:41]=[C:40]([C:36]([CH3:39])([CH3:38])[CH3:37])[CH:45]=[CH:44][N:43]=4)[N:24]=3)[N:19]([CH2:27][O:28][CH2:29][CH2:30][Si:31]([CH3:34])([CH3:33])[CH3:32])[CH:18]=2)=[O:16])[CH:11]2[CH2:13][CH2:12]2)[CH2:5][CH2:4]1)#[N:2]. The yield is 0.590.